From a dataset of Merck oncology drug combination screen with 23,052 pairs across 39 cell lines. Regression. Given two drug SMILES strings and cell line genomic features, predict the synergy score measuring deviation from expected non-interaction effect. (1) Drug 1: O=P1(N(CCCl)CCCl)NCCCO1. Drug 2: NC1(c2ccc(-c3nc4ccn5c(=O)[nH]nc5c4cc3-c3ccccc3)cc2)CCC1. Cell line: SKMES1. Synergy scores: synergy=4.84. (2) Drug 1: CCN(CC)CCNC(=O)c1c(C)[nH]c(C=C2C(=O)Nc3ccc(F)cc32)c1C. Drug 2: CS(=O)(=O)CCNCc1ccc(-c2ccc3ncnc(Nc4ccc(OCc5cccc(F)c5)c(Cl)c4)c3c2)o1. Cell line: A427. Synergy scores: synergy=8.99. (3) Drug 1: O=C(O)C1(Cc2cccc(Nc3nccs3)n2)CCC(Oc2cccc(Cl)c2F)CC1. Drug 2: Cn1c(=O)n(-c2ccc(C(C)(C)C#N)cc2)c2c3cc(-c4cnc5ccccc5c4)ccc3ncc21. Cell line: NCIH23. Synergy scores: synergy=7.39. (4) Drug 1: CN1C(=O)C=CC2(C)C3CCC4(C)C(NC(=O)OCC(F)(F)F)CCC4C3CCC12. Drug 2: C#Cc1cccc(Nc2ncnc3cc(OCCOC)c(OCCOC)cc23)c1. Cell line: UWB1289. Synergy scores: synergy=35.8. (5) Drug 1: CC1CC2C3CCC4=CC(=O)C=CC4(C)C3(F)C(O)CC2(C)C1(O)C(=O)CO. Drug 2: O=C(NOCC(O)CO)c1ccc(F)c(F)c1Nc1ccc(I)cc1F. Cell line: NCIH23. Synergy scores: synergy=-8.84. (6) Drug 1: O=C(CCCCCCC(=O)Nc1ccccc1)NO. Drug 2: NC1CCCCC1N.O=C(O)C(=O)O.[Pt+2]. Cell line: T47D. Synergy scores: synergy=17.4. (7) Drug 1: CN(C)C(=N)N=C(N)N. Drug 2: CCc1cnn2c(NCc3ccc[n+]([O-])c3)cc(N3CCCCC3CCO)nc12. Cell line: A375. Synergy scores: synergy=4.40.